This data is from Full USPTO retrosynthesis dataset with 1.9M reactions from patents (1976-2016). The task is: Predict the reactants needed to synthesize the given product. (1) Given the product [Br:1][C@@H:2]1[CH2:3][CH2:4][C@H:5]([C:6]([NH2:11])=[O:10])[CH2:9][C@@H:8]1[OH:7], predict the reactants needed to synthesize it. The reactants are: [Br:1][C@H:2]1[C@@H:8]2[CH2:9][C@@H:5]([C:6](=[O:10])[O:7]2)[CH2:4][CH2:3]1.[NH3:11].CO. (2) The reactants are: [CH:1]1[C:6]([C:7]([C:23](F)(F)F)([C:19](F)(F)F)[C:8]2[CH:13]=[CH:12][C:11]3[C:14]([O:16][C:17](=[O:18])[C:10]=3[CH:9]=2)=[O:15])=[CH:5][C:4]2[C:27]([O:29][C:30](=[O:31])[C:3]=2[CH:2]=1)=[O:28].[OH:32]C1C=C(C2C=CC(N)=C(O)C=2)C=CC=1[NH2:39].CCCCCCCO[C:68]1[CH:69]=[CH:70][C:65]([NH:63][N+:63]([C:65]2[CH:70]=[CH:69][C:68](OCCCCCCC)=[CH:67][CH:66]=2)=O)=[CH:66][CH:67]=1.NC1C=C(C=C(N)C=1)C(O)=O.C1(=O)OC(CC)CC1. Given the product [CH3:23][C:7]1([CH3:19])[C:8]2[CH:9]=[C:10]([NH2:39])[CH:11]=[CH:12][C:13]=2[C:5]([C:68]2[CH:67]=[CH:66][C:65]([NH2:63])=[CH:70][CH:69]=2)([CH3:4])[CH2:6]1.[CH:1]1[C:6]([C:7]([C:8]2[CH:13]=[CH:12][C:11]3[C:14]([O:16][C:17](=[O:18])[C:10]=3[CH:9]=2)=[O:15])=[O:32])=[CH:5][C:4]2[C:27]([O:29][C:30](=[O:31])[C:3]=2[CH:2]=1)=[O:28], predict the reactants needed to synthesize it. (3) Given the product [Br:19][C:16]1[CH:15]=[CH:14][C:13]([C:12]([C@@H:8]2[CH2:9][CH2:10][CH2:11][C@H:7]2[C:5]([OH:6])=[O:4])=[O:20])=[CH:18][CH:17]=1, predict the reactants needed to synthesize it. The reactants are: [OH-].[Na+].C[O:4][C:5]([C@@H:7]1[CH2:11][CH2:10][CH2:9][C@@H:8]1[C:12](=[O:20])[C:13]1[CH:18]=[CH:17][C:16]([Br:19])=[CH:15][CH:14]=1)=[O:6].